Dataset: Blood-brain barrier permeability regression values from the B3DB database. Task: Regression/Classification. Given a drug SMILES string, predict its absorption, distribution, metabolism, or excretion properties. Task type varies by dataset: regression for continuous measurements (e.g., permeability, clearance, half-life) or binary classification for categorical outcomes (e.g., BBB penetration, CYP inhibition). For this dataset (b3db_regression), we predict Y. (1) The molecule is COC1=CC2=C(C=CN=C2C=C1)C(C3CC4CCN3CC4C=C)O. The Y is -0.200 log(BB ratio). (2) The compound is CC[C@@H](C(=O)N)N1CCCC1=O. The Y is -0.0400 log(BB ratio). (3) The compound is CC12CCC3C(C1CCC2O)CCC4=CC(=O)CCC34C. The Y is 0 log(BB ratio). (4) The compound is CCCC(CCC)C(=O)O. The Y is -0.200 log(BB ratio). (5) The Y is -0.340 log(BB ratio). The drug is CC1C(C2=CC=CC=C2N(C3=CC=CC=C13)C(=O)N)C. (6) The compound is CN(C)CC/C=C/1\C2=CC=CC=C2COC3=CC=CC=C31. The Y is 1.00 log(BB ratio).